This data is from Catalyst prediction with 721,799 reactions and 888 catalyst types from USPTO. The task is: Predict which catalyst facilitates the given reaction. (1) Product: [N:19]1[N:20]=[CH:21][N:17]([C:22]2[CH:23]=[C:24]([NH:25][C:14]([C:1]3[C:13]4[NH:12][C:11]5[C:6](=[CH:7][CH:8]=[CH:9][CH:10]=5)[C:5]=4[CH:4]=[CH:3][CH:2]=3)=[O:16])[CH:26]=[CH:27][CH:28]=2)[CH:18]=1. The catalyst class is: 112. Reactant: [C:1]1([C:14]([OH:16])=O)[C:13]2[NH:12][C:11]3[C:6](=[CH:7][CH:8]=[CH:9][CH:10]=3)[C:5]=2[CH:4]=[CH:3][CH:2]=1.[N:17]1([C:22]2[CH:23]=[C:24]([CH:26]=[CH:27][CH:28]=2)[NH2:25])[CH:21]=[N:20][N:19]=[CH:18]1.Cl.C(N=C=NCCCN(C)C)C. (2) Reactant: [C:1]([C:5]1[CH:6]=[C:7]([CH:12]=[C:13]([OH:15])[CH:14]=1)[C:8]([O:10][CH3:11])=[O:9])([CH3:4])([CH3:3])[CH3:2].CS(O[CH:21]([CH2:25][O:26][CH3:27])[CH2:22][O:23][CH3:24])(=O)=O.C(=O)([O-])[O-].[Cs+].[Cs+].S([O-])(=O)(=O)C. Product: [C:1]([C:5]1[CH:6]=[C:7]([CH:12]=[C:13]([O:15][CH:21]([CH2:25][O:26][CH3:27])[CH2:22][O:23][CH3:24])[CH:14]=1)[C:8]([O:10][CH3:11])=[O:9])([CH3:4])([CH3:2])[CH3:3]. The catalyst class is: 735. (3) Reactant: [C:1]([C:5]1[CH:6]=[C:7]([C:12](=[O:14])[CH3:13])[CH:8]=[C:9]([OH:11])[CH:10]=1)([CH3:4])([CH3:3])[CH3:2].[F:15][C:16]([F:21])([F:20])[CH2:17][CH2:18]O.C1(P(C2C=CC=CC=2)C2C=CC=CC=2)C=CC=CC=1.N(C(OCC1C=CC(Cl)=CC=1)=O)=NC(OCC1C=CC(Cl)=CC=1)=O. Product: [C:1]([C:5]1[CH:6]=[C:7]([C:12](=[O:14])[CH3:13])[CH:8]=[C:9]([O:11][CH2:18][CH2:17][C:16]([F:21])([F:20])[F:15])[CH:10]=1)([CH3:4])([CH3:2])[CH3:3]. The catalyst class is: 4. (4) Product: [Cl:30][C:27]1[CH:26]=[CH:25][C:24]([CH2:23][O:22][C:19]2[CH:18]=[CH:17][C:16]([S:13]([CH:8]3[CH2:7][CH:6]([C:4]([OH:5])=[O:3])[CH2:11][CH2:10][N:9]3[CH3:12])(=[O:15])=[O:14])=[CH:21][CH:20]=2)=[CH:29][CH:28]=1. Reactant: C([O:3][C:4]([CH:6]1[CH2:11][CH2:10][N:9]([CH3:12])[CH:8]([S:13]([C:16]2[CH:21]=[CH:20][C:19]([O:22][CH2:23][C:24]3[CH:29]=[CH:28][C:27]([Cl:30])=[CH:26][CH:25]=3)=[CH:18][CH:17]=2)(=[O:15])=[O:14])[CH2:7]1)=[O:5])C. The catalyst class is: 702. (5) Product: [Cl:36][CH2:24][C:8]1[N:9]=[C:10]([N:11]2[CH2:16][CH2:15][N:14]3[C:17]([C:20]([F:23])([F:22])[F:21])=[N:18][N:19]=[C:13]3[CH2:12]2)[C:5]2[CH:4]=[C:3]([CH2:1][CH3:2])[S:26][C:6]=2[N:7]=1. The catalyst class is: 4. Reactant: [CH2:1]([C:3]1[S:26][C:6]2[N:7]=[C:8]([CH2:24]O)[N:9]=[C:10]([N:11]3[CH2:16][CH2:15][N:14]4[C:17]([C:20]([F:23])([F:22])[F:21])=[N:18][N:19]=[C:13]4[CH2:12]3)[C:5]=2[CH:4]=1)[CH3:2].C1(C)C=CC(S([Cl:36])(=O)=O)=CC=1.C(N(CC)CC)C. (6) Reactant: [Br:1][C:2]1[CH:11]=[C:10]2[C:5]([C:6](=[O:23])[NH:7][N:8]=[C:9]2[CH2:12][C:13]2[CH:14]=[CH:15][C:16]([F:22])=[C:17]([CH:21]=2)[C:18]([OH:20])=O)=[CH:4][CH:3]=1.[CH3:24][O:25][CH:26]1[CH2:31][CH2:30][NH:29][CH2:28][CH2:27]1.CCN(C(C)C)C(C)C.C(OCC)(=O)C. Product: [Br:1][C:2]1[CH:11]=[C:10]2[C:5](=[CH:4][CH:3]=1)[C:6](=[O:23])[NH:7][N:8]=[C:9]2[CH2:12][C:13]1[CH:14]=[CH:15][C:16]([F:22])=[C:17]([C:18]([N:29]2[CH2:30][CH2:31][CH:26]([O:25][CH3:24])[CH2:27][CH2:28]2)=[O:20])[CH:21]=1. The catalyst class is: 3. (7) Reactant: [CH3:1][NH:2][C:3](=O)[CH2:4][C:5]1[CH:10]=[CH:9][C:8]([N+:11]([O-:13])=[O:12])=[CH:7][CH:6]=1. Product: [CH3:1][NH:2][CH2:3][CH2:4][C:5]1[CH:10]=[CH:9][C:8]([N+:11]([O-:13])=[O:12])=[CH:7][CH:6]=1. The catalyst class is: 1. (8) Reactant: [C:1]([NH:4][NH:5][C:6]([C:8]1[NH:9][C:10]([C:13]2[CH:18]=[C:17]([O:19][C:20]3[CH:25]=[CH:24][C:23]([S:26]([CH3:29])(=[O:28])=[O:27])=[CH:22][CH:21]=3)[CH:16]=[C:15]([O:30][C@@H:31]([CH3:35])[CH2:32][O:33][CH3:34])[CH:14]=2)=[CH:11][CH:12]=1)=O)(=[O:3])[CH3:2].C(N(CC)CC)C.O.C(OCC)(=O)C. Product: [CH3:34][O:33][CH2:32][C@H:31]([CH3:35])[O:30][C:15]1[CH:14]=[C:13]([C:10]2[NH:9][C:8]([C:6]3[O:3][C:1]([CH3:2])=[N:4][N:5]=3)=[CH:12][CH:11]=2)[CH:18]=[C:17]([O:19][C:20]2[CH:21]=[CH:22][C:23]([S:26]([CH3:29])(=[O:28])=[O:27])=[CH:24][CH:25]=2)[CH:16]=1. The catalyst class is: 10. (9) Reactant: Cl([O-])=O.[Na+].[OH2:5].P([O-])(O)(O)=O.[Na+].[Br:12][C:13]1[CH:18]=[C:17]([C:19]2([CH:22]=[O:23])[CH2:21][CH2:20]2)[CH:16]=[CH:15][N:14]=1.CC(=CC)C. Product: [Br:12][C:13]1[CH:18]=[C:17]([C:19]2([C:22]([OH:5])=[O:23])[CH2:20][CH2:21]2)[CH:16]=[CH:15][N:14]=1. The catalyst class is: 878.